From a dataset of Full USPTO retrosynthesis dataset with 1.9M reactions from patents (1976-2016). Predict the reactants needed to synthesize the given product. (1) Given the product [ClH:6].[CH3:13][N:14]([CH3:29])[CH:15]1[CH2:20][CH2:19][C:18]([C:21]2[CH:22]=[C:23]([NH:28][C:4](=[O:5])[C:3]3[C:2]([F:1])=[CH:10][C:9]([F:11])=[CH:8][C:7]=3[F:12])[CH:24]=[C:25]([F:27])[CH:26]=2)=[CH:17][CH2:16]1, predict the reactants needed to synthesize it. The reactants are: [F:1][C:2]1[CH:10]=[C:9]([F:11])[CH:8]=[C:7]([F:12])[C:3]=1[C:4]([Cl:6])=[O:5].[CH3:13][N:14]([CH3:29])[CH:15]1[CH2:20][CH2:19][C:18]([C:21]2[CH:22]=[C:23]([NH2:28])[CH:24]=[C:25]([F:27])[CH:26]=2)=[CH:17][CH2:16]1. (2) Given the product [Cl:1][C:2]1[N:7]=[C:6]([CH:11]=[CH2:12])[C:5]([O:8][CH3:9])=[C:4]([Cl:10])[N:3]=1, predict the reactants needed to synthesize it. The reactants are: [Cl:1][C:2]1[N:7]=[CH:6][C:5]([O:8][CH3:9])=[C:4]([Cl:10])[N:3]=1.[CH:11]([Mg]Br)=[CH2:12].ClC1C(=O)C(C#N)=C(C#N)C(=O)C=1Cl.